This data is from Forward reaction prediction with 1.9M reactions from USPTO patents (1976-2016). The task is: Predict the product of the given reaction. (1) Given the reactants [CH3:1][C:2]1[CH:15]=[C:14]([N+:16]([O-:18])=[O:17])[CH:13]=[CH:12][C:3]=1[O:4][C:5]1[CH:6]=[C:7]([OH:11])[CH:8]=[CH:9][CH:10]=1.[CH2:19](Br)[CH:20]([CH3:22])[CH3:21].C(=O)([O-])[O-].[K+].[K+], predict the reaction product. The product is: [CH2:19]([O:11][C:7]1[CH:6]=[C:5]([CH:10]=[CH:9][CH:8]=1)[O:4][C:3]1[CH:12]=[CH:13][C:14]([N+:16]([O-:18])=[O:17])=[CH:15][C:2]=1[CH3:1])[CH:20]([CH3:22])[CH3:21]. (2) Given the reactants [NH:1]1[CH2:5][CH2:4][CH2:3][C:2]1=[O:6].Br[CH2:8][CH2:9][C:10]1[CH:15]=[CH:14][CH:13]=[CH:12][CH:11]=1.[H-].[Na+], predict the reaction product. The product is: [C:10]1([CH:9]([N:1]2[CH2:5][CH2:4][CH2:3][C:2]2=[O:6])[CH3:8])[CH:15]=[CH:14][CH:13]=[CH:12][CH:11]=1.